Dataset: Forward reaction prediction with 1.9M reactions from USPTO patents (1976-2016). Task: Predict the product of the given reaction. Given the reactants C([O:8][C:9](=[O:37])[CH2:10][C:11]1([C:16]([NH:18][CH2:19][CH:20]([CH2:28][C:29]2[CH:34]=[CH:33][C:32]([Cl:35])=[C:31]([Cl:36])[CH:30]=2)[C:21]([O:23][C:24]([CH3:27])([CH3:26])[CH3:25])=[O:22])=[O:17])[CH2:15][CH2:14][CH2:13][CH2:12]1)C1C=CC=CC=1, predict the reaction product. The product is: [C:24]([O:23][C:21](=[O:22])[CH:20]([CH2:28][C:29]1[CH:34]=[CH:33][C:32]([Cl:35])=[C:31]([Cl:36])[CH:30]=1)[CH2:19][NH:18][C:16]([C:11]1([CH2:10][C:9]([OH:37])=[O:8])[CH2:12][CH2:13][CH2:14][CH2:15]1)=[O:17])([CH3:27])([CH3:25])[CH3:26].